Dataset: Catalyst prediction with 721,799 reactions and 888 catalyst types from USPTO. Task: Predict which catalyst facilitates the given reaction. Reactant: [OH:1][CH2:2][C:3]1[CH:8]=[CH:7][CH:6]=[CH:5][C:4]=1[CH:9]1[CH2:14][CH2:13][N:12]([C:15]([O:17][C:18]([CH3:21])([CH3:20])[CH3:19])=[O:16])[CH2:11][CH2:10]1.CC(OI1(OC(C)=O)(OC(C)=O)OC(=O)C2C=CC=CC1=2)=O.S([O-])([O-])(=O)=S.[Na+].[Na+]. Product: [CH:2]([C:3]1[CH:8]=[CH:7][CH:6]=[CH:5][C:4]=1[CH:9]1[CH2:10][CH2:11][N:12]([C:15]([O:17][C:18]([CH3:21])([CH3:20])[CH3:19])=[O:16])[CH2:13][CH2:14]1)=[O:1]. The catalyst class is: 91.